This data is from Full USPTO retrosynthesis dataset with 1.9M reactions from patents (1976-2016). The task is: Predict the reactants needed to synthesize the given product. The reactants are: FC(F)(F)S(O[C:7]1[CH2:8][CH2:9][C:10]2[CH:11]=[CH:12][C:13]([C:17]([O:19][CH3:20])=[O:18])=[CH:14][C:15]=2[CH:16]=1)(=O)=O.C[Sn](C)(C)[C:25]1[N:30]=[CH:29][N:28]=[C:27]([NH:31][C:32](=[O:34])[CH3:33])[CH:26]=1.[Cl-].[Li+]. Given the product [C:32]([NH:31][C:27]1[N:28]=[CH:29][N:30]=[C:25]([C:7]2[CH2:8][CH2:9][C:10]3[CH:11]=[CH:12][C:13]([C:17]([O:19][CH3:20])=[O:18])=[CH:14][C:15]=3[CH:16]=2)[CH:26]=1)(=[O:34])[CH3:33], predict the reactants needed to synthesize it.